This data is from HIV replication inhibition screening data with 41,000+ compounds from the AIDS Antiviral Screen. The task is: Binary Classification. Given a drug SMILES string, predict its activity (active/inactive) in a high-throughput screening assay against a specified biological target. (1) The drug is COc1cccc2c1C(CO)N1C(C#N)C3CC(C(=O)O)C(C1C2)N3C. The result is 0 (inactive). (2) The drug is CC1S(=O)(=O)OCCCOS1(=O)=O. The result is 0 (inactive). (3) The drug is O=C(C=C(O)C(=O)O)C=C(O)c1ccccc1. The result is 0 (inactive). (4) The drug is CCSc1ccc(C=C(C#N)c2ccc(OCCN(CC)CC)cc2)cc1. The result is 0 (inactive).